The task is: Predict the product of the given reaction.. This data is from Forward reaction prediction with 1.9M reactions from USPTO patents (1976-2016). (1) The product is: [CH2:11]([N:18]1[CH2:26][CH:25]2[CH:21]([CH2:22][C:23]3[CH:29]=[CH:28][S:27][C:24]=32)[CH2:20][CH2:19]1)[C:12]1[CH:17]=[CH:16][CH:15]=[CH:14][CH:13]=1. Given the reactants [Al+3].[Cl-].[Cl-].[Cl-].C(NB)(C)(C)C.[CH2:11]([N:18]1[CH2:26][CH:25]2[CH:21]([C:22](=O)[C:23]3[CH:29]=[CH:28][S:27][C:24]=32)[CH2:20][CH2:19]1)[C:12]1[CH:17]=[CH:16][CH:15]=[CH:14][CH:13]=1.[Al+3].[Cl-].[Cl-].[Cl-].B.Cl.[OH-].[Na+], predict the reaction product. (2) The product is: [Cl:1][C:2]1[CH:3]=[CH:4][C:5]2[O:9][CH:8]([C:10]([OH:24])=[O:11])[CH2:7][C:6]=2[CH:12]=1. Given the reactants [Cl:1][C:2]1[CH:3]=[CH:4][C:5]2[O:9][CH:8]([CH2:10][OH:11])[CH2:7][C:6]=2[CH:12]=1.CC1(C)N([O])C(C)(C)CCC1.[O-:24]Cl.[Na+].Cl, predict the reaction product. (3) Given the reactants [CH3:1][C:2]1[CH:6]=[C:5]([C:7]2[CH:12]=[CH:11][C:10]([C:13]([F:16])([F:15])[F:14])=[CH:9][CH:8]=2)[S:4][C:3]=1[C:17]([OH:19])=[O:18].[CH3:20]O, predict the reaction product. The product is: [CH3:1][C:2]1[CH:6]=[C:5]([C:7]2[CH:8]=[CH:9][C:10]([C:13]([F:14])([F:15])[F:16])=[CH:11][CH:12]=2)[S:4][C:3]=1[C:17]([O:19][CH3:20])=[O:18]. (4) The product is: [Cl:1][C:2]1[CH:7]=[CH:6][C:5]([NH:8][C:9]([NH:20][C:19]2[CH:18]=[CH:17][C:16]([N:11]3[CH:15]=[CH:14][CH:13]=[CH:12]3)=[CH:22][CH:21]=2)=[O:10])=[CH:4][CH:3]=1. Given the reactants [Cl:1][C:2]1[CH:7]=[CH:6][C:5]([N:8]=[C:9]=[O:10])=[CH:4][CH:3]=1.[N:11]1([C:16]2[CH:22]=[CH:21][C:19]([NH2:20])=[CH:18][CH:17]=2)[CH:15]=[CH:14][CH:13]=[CH:12]1, predict the reaction product.